Dataset: Full USPTO retrosynthesis dataset with 1.9M reactions from patents (1976-2016). Task: Predict the reactants needed to synthesize the given product. (1) Given the product [Cl:66][C:67]1[CH:72]=[CH:71][CH:70]=[C:69]([F:73])[C:68]=1[CH2:74][NH:75][C:20](=[O:22])[CH2:19][CH2:18][N:15]1[CH2:16][CH2:17][CH:12]([NH:11][CH2:10][C@H:9]([OH:8])[C:23]2[CH:32]=[CH:31][C:30]([OH:33])=[C:29]3[C:24]=2[CH:25]=[CH:26][C:27](=[O:34])[NH:28]3)[CH2:13][CH2:14]1, predict the reactants needed to synthesize it. The reactants are: [Si]([O:8][C@H:9]([C:23]1[CH:32]=[CH:31][C:30]([OH:33])=[C:29]2[C:24]=1[CH:25]=[CH:26][C:27](=[O:34])[NH:28]2)[CH2:10][NH:11][CH:12]1[CH2:17][CH2:16][N:15]([CH2:18][CH2:19][C:20]([OH:22])=O)[CH2:14][CH2:13]1)(C(C)(C)C)(C)C.CN(C(ON1N=NC2C=CC=NC1=2)=[N+](C)C)C.F[P-](F)(F)(F)(F)F.C(N(CC)CC)C.[Cl:66][C:67]1[CH:72]=[CH:71][CH:70]=[C:69]([F:73])[C:68]=1[CH2:74][NH2:75]. (2) Given the product [C:6]([O:5][C:1]([C:2]1[CH:29]=[CH:28][NH:19][CH:3]=1)=[O:4])([CH3:9])([CH3:8])[CH3:7], predict the reactants needed to synthesize it. The reactants are: [C:1]([O:5][C:6]([CH3:9])([CH3:8])[CH3:7])(=[O:4])[CH:2]=[CH2:3].C1(C)C(S([N:19]=C=O)(=O)=O)=CC=CC=1.[H-].[Na+].O1[CH2:29][CH2:28]CC1. (3) Given the product [Cl:1][C:2]1[N:6]2[CH:7]=[C:8]([C:15]3[CH:19]=[CH:18][O:17][CH:16]=3)[CH:9]=[C:10]([C:11]([F:13])([F:12])[F:14])[C:5]2=[N:4][C:3]=1[C:20]([N:23]1[CH2:24][CH2:25][CH:26]([N:29]2[CH2:33][C:32](=[O:34])[NH:31][C:30]2=[O:35])[CH2:27][CH2:28]1)=[O:22], predict the reactants needed to synthesize it. The reactants are: [Cl:1][C:2]1[N:6]2[CH:7]=[C:8]([C:15]3[CH:19]=[CH:18][O:17][CH:16]=3)[CH:9]=[C:10]([C:11]([F:14])([F:13])[F:12])[C:5]2=[N:4][C:3]=1[C:20]([OH:22])=O.[NH:23]1[CH2:28][CH2:27][CH:26]([N:29]2[CH2:33][C:32](=[O:34])[NH:31][C:30]2=[O:35])[CH2:25][CH2:24]1.CCN(C(C)C)C(C)C.CN(C(ON1N=NC2C=CC=NC1=2)=[N+](C)C)C.F[P-](F)(F)(F)(F)F. (4) Given the product [CH2:21]([O:20][CH:19]([O:23][CH2:24][CH3:25])[CH2:18][CH2:17][NH:16][C:9](=[O:10])[O:11][C:12]([CH3:13])([CH3:14])[CH3:15])[CH3:22], predict the reactants needed to synthesize it. The reactants are: [C:9](O[C:9]([O:11][C:12]([CH3:15])([CH3:14])[CH3:13])=[O:10])([O:11][C:12]([CH3:15])([CH3:14])[CH3:13])=[O:10].[NH2:16][CH2:17][CH2:18][CH:19]([O:23][CH2:24][CH3:25])[O:20][CH2:21][CH3:22]. (5) Given the product [CH3:35][C:34]([NH:33][C:28]([C:23]1[CH:24]=[N:25][C:26]2[C:21]([CH:22]=1)=[CH:20][CH:19]=[C:18]([NH:17][C:15]([C:10]1[C:9]([C:6]3[CH:5]=[CH:4][C:3]([C:2]([F:31])([F:1])[F:32])=[CH:8][CH:7]=3)=[CH:14][CH:13]=[CH:12][CH:11]=1)=[O:16])[CH:27]=2)=[O:30])([C:37]1[CH:42]=[CH:41][CH:40]=[CH:39][N:38]=1)[CH3:36], predict the reactants needed to synthesize it. The reactants are: [F:1][C:2]([F:32])([F:31])[C:3]1[CH:8]=[CH:7][C:6]([C:9]2[C:10]([C:15]([NH:17][C:18]3[CH:27]=[C:26]4[C:21]([CH:22]=[C:23]([C:28]([OH:30])=O)[CH:24]=[N:25]4)=[CH:20][CH:19]=3)=[O:16])=[CH:11][CH:12]=[CH:13][CH:14]=2)=[CH:5][CH:4]=1.[NH2:33][C:34]([C:37]1[CH:42]=[CH:41][CH:40]=[CH:39][N:38]=1)([CH3:36])[CH3:35].Cl.CN(C)CCCN=C=NCC.ON1C2C=CC=CC=2N=N1.C(N(CC)CC)C. (6) Given the product [CH3:1][C:2]1([CH3:18])[CH2:7][CH2:6][CH2:5][CH:4]([S:8][CH2:9][C:10]2[CH:17]=[CH:16][C:13]([CH2:14][NH2:15])=[CH:12][CH:11]=2)[CH2:3]1, predict the reactants needed to synthesize it. The reactants are: [CH3:1][C:2]1([CH3:18])[CH2:7][CH2:6][CH2:5][CH:4]([S:8][CH2:9][C:10]2[CH:17]=[CH:16][C:13]([C:14]#[N:15])=[CH:12][CH:11]=2)[CH2:3]1.N. (7) Given the product [CH3:28][C:29]1([CH3:31])[O:3][C@@H:2]2[C@@H:4]([C@@H:6]([CH2:7][OH:8])[O:9][C@H:1]2[N:10]2[C:20]3[NH:19][C:17]([NH2:18])=[N:16][C:14](=[O:15])[C:13]=3[N:12]=[CH:11]2)[O:5]1, predict the reactants needed to synthesize it. The reactants are: [C@@H:1]1([N:10]2[C:20]3[N:19]=[C:17]([NH2:18])[NH:16][C:14](=[O:15])[C:13]=3[N:12]=[CH:11]2)[O:9][C@H:6]([CH2:7][OH:8])[C@@H:4]([OH:5])[C@H:2]1[OH:3].Cl(O)(=O)(=O)=O.[OH-].[NH4+].[CH3:28][C:29]([CH3:31])=O. (8) Given the product [Cl:29][C:30]1[CH:31]=[C:32]2[C:36](=[CH:37][CH:38]=1)[NH:35][C:34]([C:39]([NH:13][C@@H:12]([C:14]([N:16]1[CH2:17][CH2:18][N:19]([CH:22]3[CH2:27][CH2:26][N:25]([CH3:28])[CH2:24][CH2:23]3)[CH2:20][CH2:21]1)=[O:15])[CH2:11][C:6]1[CH:7]=[CH:8][CH:9]=[CH:10][N:5]=1)=[O:40])=[CH:33]2, predict the reactants needed to synthesize it. The reactants are: Cl.Cl.Cl.Cl.[N:5]1[CH:10]=[CH:9][CH:8]=[CH:7][C:6]=1[CH2:11][C@H:12]([C:14]([N:16]1[CH2:21][CH2:20][N:19]([CH:22]2[CH2:27][CH2:26][N:25]([CH3:28])[CH2:24][CH2:23]2)[CH2:18][CH2:17]1)=[O:15])[NH2:13].[Cl:29][C:30]1[CH:31]=[C:32]2[C:36](=[CH:37][CH:38]=1)[NH:35][C:34]([C:39](O)=[O:40])=[CH:33]2. (9) Given the product [CH2:12]([C:11]1[C:6]([C:2]2[NH:1][CH:5]=[CH:4][N:3]=2)=[N:7][C:8]([C:14]2[C:22]3[C:17](=[N:18][CH:19]=[CH:20][CH:21]=3)[N:16]([CH2:23][C:24]3[CH:29]=[CH:28][CH:27]=[CH:26][C:25]=3[F:30])[N:15]=2)=[N:9][CH:10]=1)[CH3:13], predict the reactants needed to synthesize it. The reactants are: [NH:1]1[CH2:5][CH2:4][N:3]=[C:2]1[C:6]1[C:11]([CH2:12][CH3:13])=[CH:10][N:9]=[C:8]([C:14]2[C:22]3[C:17](=[N:18][CH:19]=[CH:20][CH:21]=3)[N:16]([CH2:23][C:24]3[CH:29]=[CH:28][CH:27]=[CH:26][C:25]=3[F:30])[N:15]=2)[N:7]=1. (10) Given the product [F:14][C:6]1([F:15])[C:5]2[C:9](=[CH:10][CH:11]=[C:12]([F:16])[C:4]=2[CH:1]([OH:3])[CH3:2])[NH:8][C:7]1=[O:13], predict the reactants needed to synthesize it. The reactants are: [C:1]([C:4]1[CH:12]=[CH:11][CH:10]=[C:9]2[C:5]=1[C:6]([F:15])([F:14])[C:7](=[O:13])[NH:8]2)(=[O:3])[CH3:2].[F:16]C1(F)C2C(C=O)=C(F)C=CC=2NC1=O.